From a dataset of Forward reaction prediction with 1.9M reactions from USPTO patents (1976-2016). Predict the product of the given reaction. (1) Given the reactants [CH2:1]([N:3]([CH2:10][CH3:11])[CH2:4][CH2:5][CH2:6][CH2:7][CH2:8][CH3:9])[CH3:2].[CH3:12][O:13][P:14](=[O:19])([O:17]C)[O:15]C, predict the reaction product. The product is: [P:14]([O-:19])([O-:17])([O-:15])=[O:13].[CH2:10]([N+:3]([CH2:1][CH3:2])([CH2:4][CH2:5][CH2:6][CH2:7][CH2:8][CH3:9])[CH3:12])[CH3:11].[CH2:10]([N+:3]([CH3:12])([CH2:4][CH2:5][CH2:6][CH2:7][CH2:8][CH3:9])[CH2:1][CH3:2])[CH3:11].[CH2:10]([N+:3]([CH3:12])([CH2:4][CH2:5][CH2:6][CH2:7][CH2:8][CH3:9])[CH2:1][CH3:2])[CH3:11]. (2) Given the reactants [CH3:1][CH2:2][CH2:3][CH2:4][CH2:5][CH2:6][CH2:7][CH2:8][CH2:9][CH2:10][CH2:11][CH2:12][CH2:13][N+:14]([CH2:17][C:18]1[CH:19]=[CH:20][CH:21]=[CH:22][CH:23]=1)([CH3:16])[CH3:15].[Cl-].[CH:25]1[C:30]([NH2:31])=[CH:29][CH:28]=[C:27]([S:32]([N-:35][C:36]2[S:40][CH:39]=[CH:38][N:37]=2)(=[O:34])=[O:33])[CH:26]=1.[Na+].C(Cl)(Cl)Cl.CCCCCCCCCCCCC[N+](CC1C=CC=CC=1)(C)C, predict the reaction product. The product is: [CH3:1][CH2:2][CH2:3][CH2:4][CH2:5][CH2:6][CH2:7][CH2:8][CH2:9][CH2:10][CH2:11][CH2:12][CH2:13][N+:14]([CH2:17][C:18]1[CH:19]=[CH:20][CH:21]=[CH:22][CH:23]=1)([CH3:16])[CH3:15].[CH:29]1[C:30]([NH2:31])=[CH:25][CH:26]=[C:27]([S:32]([NH:35][C:36]2[S:40][CH:39]=[CH:38][N:37]=2)(=[O:34])=[O:33])[CH:28]=1. (3) Given the reactants [F:1][C:2]([F:25])([F:24])[C:3]([C:15]1[CH:16]=[C:17]2[C:21](=[CH:22][CH:23]=1)[NH:20][N:19]=[CH:18]2)([C:5]1[C:13]2[C:8](=[CH:9][CH:10]=[CH:11][CH:12]=2)[N:7]([CH3:14])[CH:6]=1)[OH:4].[N:26]1[CH:31]=[CH:30][CH:29]=[CH:28][CH:27]=1, predict the reaction product. The product is: [F:25][C:2]([F:1])([F:24])[C:3]([C:5]1[C:13]2[C:8](=[CH:9][CH:10]=[CH:11][CH:12]=2)[N:7]([CH3:14])[CH:6]=1)([C:15]1[CH:16]=[C:17]2[C:21](=[CH:22][CH:23]=1)[N:20]([C:28]1[CH:27]=[N:26][CH:31]=[CH:30][CH:29]=1)[N:19]=[CH:18]2)[OH:4]. (4) Given the reactants [Cl:1][C:2]1[C:3]([CH3:12])=[C:4]([NH:8][C:9](=[O:11])[CH3:10])[CH:5]=[CH:6][CH:7]=1.[Br:13]Br, predict the reaction product. The product is: [Br:13][C:7]1[CH:6]=[CH:5][C:4]([NH:8][C:9](=[O:11])[CH3:10])=[C:3]([CH3:12])[C:2]=1[Cl:1]. (5) Given the reactants [NH2:1][C:2]1[C:3]([N:11]2[CH2:16][CH2:15][CH2:14][C@H:13]([NH:17]C(=O)OC(C)(C)C)[CH2:12]2)=[C:4]2[CH2:10][CH2:9][CH2:8][C:5]2=[N:6][CH:7]=1.C(OC([NH:32][C:33]1[S:37][C:36]([C:38]2[C:43]([F:44])=[CH:42][CH:41]=[CH:40][C:39]=2[F:45])=[N:35][C:34]=1[C:46](O)=[O:47])=O)(C)(C)C.CN(C(ON1N=NC2C=CC=NC1=2)=[N+](C)C)C.F[P-](F)(F)(F)(F)F.CCN(C(C)C)C(C)C.C(O)(C(F)(F)F)=O, predict the reaction product. The product is: [NH2:32][C:33]1[S:37][C:36]([C:38]2[C:43]([F:44])=[CH:42][CH:41]=[CH:40][C:39]=2[F:45])=[N:35][C:34]=1[C:46]([NH:1][C:2]1[C:3]([N:11]2[CH2:16][CH2:15][CH2:14][C@H:13]([NH2:17])[CH2:12]2)=[C:4]2[CH2:10][CH2:9][CH2:8][C:5]2=[N:6][CH:7]=1)=[O:47]. (6) Given the reactants Br[CH2:2][C:3]([C:5]1[C:6]([C:11]2[CH:16]=[CH:15][CH:14]=[CH:13][CH:12]=2)=[N:7][O:8][C:9]=1[CH3:10])=O.[NH2:17][C:18]1[C:23]([CH3:24])=[CH:22][CH:21]=[CH:20][N:19]=1, predict the reaction product. The product is: [CH3:24][C:23]1[C:18]2[N:19]([CH:2]=[C:3]([C:5]3[C:6]([C:11]4[CH:16]=[CH:15][CH:14]=[CH:13][CH:12]=4)=[N:7][O:8][C:9]=3[CH3:10])[N:17]=2)[CH:20]=[CH:21][CH:22]=1.